This data is from Catalyst prediction with 721,799 reactions and 888 catalyst types from USPTO. The task is: Predict which catalyst facilitates the given reaction. (1) Reactant: [CH2:1]([OH:15])[CH2:2][CH2:3][CH2:4][CH2:5][CH2:6][CH2:7][CH2:8][CH2:9][CH2:10][CH2:11][CH2:12][CH2:13][CH3:14].ClN1C(=O)N(Cl)C(=O)N(Cl)C1=O. Product: [CH:1](=[O:15])[CH2:2][CH2:3][CH2:4][CH2:5][CH2:6][CH2:7][CH2:8][CH2:9][CH2:10][CH2:11][CH2:12][CH2:13][CH3:14]. The catalyst class is: 2. (2) Reactant: [CH3:1][NH:2][NH2:3].O.[CH2:5]([O:7][C:8](=[O:19])/[C:9](=[CH:15]\OCC)/[C:10](=O)[CH:11]([F:13])[F:12])[CH3:6]. Product: [F:12][CH:11]([F:13])[C:10]1[C:9]([C:8]([O:7][CH2:5][CH3:6])=[O:19])=[CH:15][N:2]([CH3:1])[N:3]=1. The catalyst class is: 113. (3) The catalyst class is: 100. Reactant: C([SiH2][O:6][C:7](C)(C)[C:8]1[C:13]([C:14]2[CH:19]=[C:18]([NH:20][C:21]3[CH:26]=[CH:25][C:24]([C:27]([N:29]4[CH2:34][CH2:33][O:32][CH2:31][CH2:30]4)=[O:28])=[CH:23][N:22]=3)[C:17](=[O:35])[N:16]([CH3:36])[CH:15]=2)=[CH:12][CH:11]=[CH:10][C:9]=1[NH:37][C:38]([N:40]1[CH2:48][C:47]2[C:42](=[CH:43][CH:44]=[C:45]([Cl:49])[CH:46]=2)[CH2:41]1)=[O:39])(C)(C)C.Cl.C([O-])(O)=O.[Na+]. Product: [OH:6][CH2:7][C:8]1[C:13]([C:14]2[CH:19]=[C:18]([NH:20][C:21]3[CH:26]=[CH:25][C:24]([C:27]([N:29]4[CH2:30][CH2:31][O:32][CH2:33][CH2:34]4)=[O:28])=[CH:23][N:22]=3)[C:17](=[O:35])[N:16]([CH3:36])[CH:15]=2)=[CH:12][CH:11]=[CH:10][C:9]=1[NH:37][C:38]([N:40]1[CH2:48][C:47]2[C:42](=[CH:43][CH:44]=[C:45]([Cl:49])[CH:46]=2)[CH2:41]1)=[O:39]. (4) Reactant: [C:1]([OH:9])(=O)[C:2]1[CH:7]=[CH:6][CH:5]=[CH:4][CH:3]=1.Cl.[CH3:11][NH:12][O:13][CH3:14].C(N(CC)CC)C.[I-].ClCC1C=CC=C[NH+]=1. Product: [CH3:14][O:13][N:12]([CH3:11])[C:1]([C:2]1[CH:7]=[CH:6][CH:5]=[CH:4][CH:3]=1)=[O:9]. The catalyst class is: 2.